From a dataset of Full USPTO retrosynthesis dataset with 1.9M reactions from patents (1976-2016). Predict the reactants needed to synthesize the given product. (1) Given the product [CH2:1]([N:8]1[CH2:9][C:31]([C:28]2([NH:27][C:25]([O:24][C:20]([CH3:23])([CH3:22])[CH3:21])=[O:26])[CH2:30][CH2:29]2)=[C:32]([C:33]([O:35][CH2:36][CH3:37])=[O:34])[CH2:15]1)[C:2]1[CH:3]=[CH:4][CH:5]=[CH:6][CH:7]=1, predict the reactants needed to synthesize it. The reactants are: [CH2:1]([N:8]([CH2:15][Si](C)(C)C)[CH2:9]OCCCC)[C:2]1[CH:7]=[CH:6][CH:5]=[CH:4][CH:3]=1.[C:20]([O:24][C:25]([NH:27][C:28]1([C:31]#[C:32][C:33]([O:35][CH2:36][CH3:37])=[O:34])[CH2:30][CH2:29]1)=[O:26])([CH3:23])([CH3:22])[CH3:21].FC(F)(F)C(O)=O.C(=O)(O)[O-].[Na+]. (2) The reactants are: [CH3:1][O:2][C:3]1[CH:4]=[C:5]([OH:13])[C:6](=[C:9]([O:11][CH3:12])[CH:10]=1)[CH:7]=O.Cl[CH2:15][C:16](=[O:18])[CH3:17].C(=O)([O-])[O-].[K+].[K+]. Given the product [CH3:12][O:11][C:9]1[C:6]2[CH:7]=[C:15]([C:16](=[O:18])[CH3:17])[O:13][C:5]=2[CH:4]=[C:3]([O:2][CH3:1])[CH:10]=1, predict the reactants needed to synthesize it.